From a dataset of Forward reaction prediction with 1.9M reactions from USPTO patents (1976-2016). Predict the product of the given reaction. (1) The product is: [CH2:22]([O:25][NH:26][C:14]([C:12]1[N:11]=[CH:10][C:9]2[N:5]([CH2:4][C:3]3[CH:17]=[CH:18][CH:19]=[C:20]([F:21])[C:2]=3[F:1])[CH:6]=[N:7][C:8]=2[CH:13]=1)=[O:16])[CH:23]=[CH2:24]. Given the reactants [F:1][C:2]1[C:20]([F:21])=[CH:19][CH:18]=[CH:17][C:3]=1[CH2:4][N:5]1[C:9]2[CH:10]=[N:11][C:12]([C:14]([OH:16])=O)=[CH:13][C:8]=2[N:7]=[CH:6]1.[CH2:22]([O:25][NH2:26])[CH:23]=[CH2:24], predict the reaction product. (2) Given the reactants [OH:1][C:2]1([CH:13]([N+:17]([O-:19])=[O:18])[CH:14]([CH3:16])[CH3:15])[CH2:5][N:4]([C:6]([O:8]C(C)(C)C)=O)[CH2:3]1.Cl.[F:21][C:22]1[C:23]([NH:32][C:33]2[CH:38]=[CH:37][C:36]([I:39])=[CH:35][C:34]=2[F:40])=[C:24]([CH:28]=[CH:29][C:30]=1[F:31])C(O)=O.C1CN([P+](ON2N=NC3C=CC=CC2=3)(N2CCCC2)N2CCCC2)CC1.F[P-](F)(F)(F)(F)F.CCN(C(C)C)C(C)C, predict the reaction product. The product is: [F:21][C:22]1[C:23]([NH:32][C:33]2[CH:38]=[CH:37][C:36]([I:39])=[CH:35][C:34]=2[F:40])=[C:24]([C:6]([N:4]2[CH2:3][C:2]([CH:13]([N+:17]([O-:19])=[O:18])[CH:14]([CH3:15])[CH3:16])([OH:1])[CH2:5]2)=[O:8])[CH:28]=[CH:29][C:30]=1[F:31]. (3) Given the reactants [CH3:1][C@@:2]12[C@@H:18]([OH:19])[CH2:17][CH2:16][C@H:15]1[C@H:14]1[C@@H:5]([C:6]3[CH:7]=[CH:8][C:9]([OH:20])=[CH:10][C:11]=3[CH2:12][CH2:13]1)[CH2:4][CH2:3]2.[CH3:21][CH2:22][CH2:23][CH2:24][C:25](O[C:25]([CH2:24][CH2:23][CH2:22][CH3:21])=[O:26])=[O:26].[OH2:34].Cl.O, predict the reaction product. The product is: [CH3:4][CH2:3][CH2:2][CH2:15][C:14]([O:19][C@@H:18]1[C@@:2]2([CH3:1])[CH2:3][CH2:4][C@@H:5]3[C:6]4[CH:7]=[CH:8][C:9]([O:20][C:25]([CH2:24][CH2:23][CH2:22][CH3:21])=[O:26])=[CH:10][C:11]=4[CH2:12][CH2:13][C@H:14]3[C@@H:15]2[CH2:16][CH2:17]1)=[O:34]. (4) The product is: [C:1]([O:5][C:6]([N:8]1[CH2:13][CH2:12][N:11]([C:14]2[CH:19]=[CH:18][C:17]([CH3:21])=[CH:16][N:15]=2)[CH2:10][CH2:9]1)=[O:7])([CH3:4])([CH3:3])[CH3:2]. Given the reactants [C:1]([O:5][C:6]([N:8]1[CH2:13][CH2:12][N:11]([C:14]2[CH:19]=[CH:18][C:17](Br)=[CH:16][N:15]=2)[CH2:10][CH2:9]1)=[O:7])([CH3:4])([CH3:3])[CH3:2].[CH:21]1(P(C2CCCCC2)C2C=CC=CC=2C2C(OC)=CC=CC=2OC)CCCCC1.[F-].[K+].CB(O)O, predict the reaction product. (5) The product is: [F:21][C:18]1[CH:17]=[CH:16][C:15]([C:12]2[N:11]=[C:10]([C:6]3[CH:5]=[C:4]([CH:9]=[CH:8][CH:7]=3)[C:3]([OH:22])=[O:2])[O:14][N:13]=2)=[CH:20][CH:19]=1. Given the reactants C[O:2][C:3](=[O:22])[C:4]1[CH:9]=[CH:8][CH:7]=[C:6]([C:10]2[O:14][N:13]=[C:12]([C:15]3[CH:20]=[CH:19][C:18]([F:21])=[CH:17][CH:16]=3)[N:11]=2)[CH:5]=1.[OH-].[Li+], predict the reaction product. (6) The product is: [Br:1][C:2]1[CH:7]=[CH:6][CH:5]=[C:4]2[C:3]=1[CH2:11][C:12](=[O:14])[NH:8]2. Given the reactants [Br:1][C:2]1[CH:7]=[CH:6][CH:5]=[C:4]([N+:8]([O-])=O)[C:3]=1[CH2:11][C:12]([OH:14])=O, predict the reaction product. (7) Given the reactants [CH3:1][C:2]1[N:3]=[C:4]([NH2:17])[O:5][C:6]=1[C:7]1[C:16]2[C:11](=[CH:12][CH:13]=[CH:14][CH:15]=2)[CH:10]=[CH:9][CH:8]=1.[Cl:18]N1C(=O)CCC1=O, predict the reaction product. The product is: [Cl:18][CH2:1][C:2]1[N:3]=[C:4]([NH2:17])[O:5][C:6]=1[C:7]1[C:16]2[C:11](=[CH:12][CH:13]=[CH:14][CH:15]=2)[CH:10]=[CH:9][CH:8]=1. (8) Given the reactants [C:1]([O:6]C)(=[O:5])[C@H:2]([CH3:4])[OH:3].[Cl:8][C:9]1[CH:10]=[C:11](O)[CH:12]=[CH:13][C:14]=1[F:15].C(C1C=CC(OC(C)C(O)=O)=CC=1)C1C=CC=CC=1, predict the reaction product. The product is: [Cl:8][C:9]1[CH:10]=[C:11]([CH:12]=[CH:13][C:14]=1[F:15])[O:3][C@@H:2]([CH3:4])[C:1]([OH:6])=[O:5]. (9) Given the reactants [O:1]1[CH2:6][CH2:5][N:4]([C:7]2[CH:12]=[C:11]([NH2:13])[C:10]([C:14]3[CH:15]=[N:16][CH:17]=[N:18][CH:19]=3)=[CH:9][N:8]=2)[CH2:3][CH2:2]1.Cl[C:21]1[C:30]2[C:25](=[CH:26][C:27]([F:32])=[CH:28][C:29]=2[F:31])[N:24]=[C:23]([C:33]2[CH:38]=[CH:37][CH:36]=[CH:35][N:34]=2)[C:22]=1[CH3:39].C1(P(C2CCCCC2)C2(C(C)C)CC(C(C)C)=CC(C(C)C)=C2C2C=CC=CC=2)CCCCC1.CC(C1C=C(C(C)C)C(C2C=CC=CC=2P(C2CCCCC2)C2CCCCC2)=C(C(C)C)C=1)C.CC(C)([O-])C.[Na+], predict the reaction product. The product is: [F:31][C:29]1[CH:28]=[C:27]([F:32])[CH:26]=[C:25]2[C:30]=1[C:21]([NH:13][C:11]1[C:10]([C:14]3[CH:19]=[N:18][CH:17]=[N:16][CH:15]=3)=[CH:9][N:8]=[C:7]([N:4]3[CH2:3][CH2:2][O:1][CH2:6][CH2:5]3)[CH:12]=1)=[C:22]([CH3:39])[C:23]([C:33]1[CH:38]=[CH:37][CH:36]=[CH:35][N:34]=1)=[N:24]2. (10) The product is: [Cl:18][C:19]1[N:20]=[C:21]([N:8]2[CH2:7][CH2:6][C:5]3([CH2:1][N:2]([C:11]([O:13][C:14]([CH3:17])([CH3:16])[CH3:15])=[O:12])[CH2:3][CH2:4]3)[CH2:10][CH2:9]2)[C:22]2[O:27][CH:26]=[CH:25][C:23]=2[N:24]=1. Given the reactants [CH2:1]1[C:5]2([CH2:10][CH2:9][NH:8][CH2:7][CH2:6]2)[CH2:4][CH2:3][N:2]1[C:11]([O:13][C:14]([CH3:17])([CH3:16])[CH3:15])=[O:12].[Cl:18][C:19]1[N:20]=[C:21](Cl)[C:22]2[O:27][CH:26]=[CH:25][C:23]=2[N:24]=1.O.CCOC(C)=O, predict the reaction product.